This data is from Forward reaction prediction with 1.9M reactions from USPTO patents (1976-2016). The task is: Predict the product of the given reaction. (1) Given the reactants Br[C:2]1[C:7]([CH3:8])=[CH:6][C:5]([N+:9]([O-:11])=[O:10])=[CH:4][N:3]=1.[CH3:12][N:13]([CH3:25])[C:14]([C:16]1[CH:17]=[C:18](B(O)O)[CH:19]=[CH:20][CH:21]=1)=[O:15], predict the reaction product. The product is: [CH3:12][N:13]([CH3:25])[C:14](=[O:15])[C:16]1[CH:21]=[CH:20][CH:19]=[C:18]([C:2]2[C:7]([CH3:8])=[CH:6][C:5]([N+:9]([O-:11])=[O:10])=[CH:4][N:3]=2)[CH:17]=1. (2) Given the reactants [Si:1]([O:8][C@@H:9]1[CH2:13][C@@H:12]([CH2:14][O:15][C:16]([C:33]2[CH:38]=[CH:37][CH:36]=[CH:35][CH:34]=2)([C:25]2[CH:30]=[CH:29][C:28]([O:31][CH3:32])=[CH:27][CH:26]=2)[C:17]2[CH:22]=[CH:21][C:20]([O:23][CH3:24])=[CH:19][CH:18]=2)[O:11][C@H:10]1[N:39]1[CH:46]=[CH:45][C:43]([NH2:44])=[N:42][C:40]1=[O:41])([C:4]([CH3:7])([CH3:6])[CH3:5])([CH3:3])[CH3:2].[C:47](Cl)([C:62]1[CH:67]=[CH:66][CH:65]=[CH:64][CH:63]=1)([C:56]1[CH:61]=[CH:60][CH:59]=[CH:58][CH:57]=1)[C:48]1[CH:55]=[CH:54][C:51]([O:52][CH3:53])=[CH:50][CH:49]=1.N1C(C)=CC(C)=CC=1C, predict the reaction product. The product is: [Si:1]([O:8][C@@H:9]1[CH2:13][C@@H:12]([CH2:14][O:15][C:16]([C:33]2[CH:38]=[CH:37][CH:36]=[CH:35][CH:34]=2)([C:25]2[CH:30]=[CH:29][C:28]([O:31][CH3:32])=[CH:27][CH:26]=2)[C:17]2[CH:18]=[CH:19][C:20]([O:23][CH3:24])=[CH:21][CH:22]=2)[O:11][C@H:10]1[N:39]1[CH:46]=[CH:45][C:43]([NH:44][C:47]([C:62]2[CH:67]=[CH:66][CH:65]=[CH:64][CH:63]=2)([C:56]2[CH:61]=[CH:60][CH:59]=[CH:58][CH:57]=2)[C:48]2[CH:49]=[CH:50][C:51]([O:52][CH3:53])=[CH:54][CH:55]=2)=[N:42][C:40]1=[O:41])([C:4]([CH3:7])([CH3:5])[CH3:6])([CH3:2])[CH3:3]. (3) The product is: [CH:29]1([CH2:32][N:33]2[CH:38]=[CH:37][N:36]=[C:35]([C:39]([NH:1][C:2]3[CH:27]=[CH:26][C:5]([O:6][C:7]4[CH:12]=[CH:11][N:10]=[C:9]5[CH:13]=[C:14]([C:16]6[CH:25]=[CH:24][C:19]([C:20](=[O:21])[NH:22][CH3:23])=[CH:18][CH:17]=6)[S:15][C:8]=45)=[C:4]([F:28])[CH:3]=3)=[O:40])[C:34]2=[O:42])[CH2:30][CH2:31]1. Given the reactants [NH2:1][C:2]1[CH:27]=[CH:26][C:5]([O:6][C:7]2[CH:12]=[CH:11][N:10]=[C:9]3[CH:13]=[C:14]([C:16]4[CH:25]=[CH:24][C:19]([C:20]([NH:22][CH3:23])=[O:21])=[CH:18][CH:17]=4)[S:15][C:8]=23)=[C:4]([F:28])[CH:3]=1.[CH:29]1([CH2:32][N:33]2[CH:38]=[CH:37][N:36]=[C:35]([C:39](O)=[O:40])[C:34]2=[O:42])[CH2:31][CH2:30]1, predict the reaction product. (4) Given the reactants Cl[C:2]1[C:7]2[N:8]=[CH:9][N:10]([CH:11]([CH3:13])[CH3:12])[C:6]=2[CH:5]=[C:4]([Cl:14])[N:3]=1.[NH2:15][CH2:16][CH2:17][C:18]1[CH:23]=[CH:22][C:21]([OH:24])=[CH:20][CH:19]=1, predict the reaction product. The product is: [Cl:14][C:4]1[N:3]=[C:2]([NH:15][CH2:16][CH2:17][C:18]2[CH:23]=[CH:22][C:21]([OH:24])=[CH:20][CH:19]=2)[C:7]2[N:8]=[CH:9][N:10]([CH:11]([CH3:13])[CH3:12])[C:6]=2[CH:5]=1. (5) Given the reactants Cl[C:2]1[N:7]=[CH:6][N:5]=[C:4]([NH:8][C:9]2[CH:14]=[CH:13][C:12]([S:15]([CH3:18])(=[O:17])=[O:16])=[CH:11][CH:10]=2)[N:3]=1.[C:19]([C:21]1[CH:40]=[C:39](B2OC(C)(C)C(C)(C)O2)[CH:38]=[CH:37][C:22]=1[O:23][CH:24]1[CH2:29][CH2:28][N:27]([C:30]([O:32][C:33]([CH3:36])([CH3:35])[CH3:34])=[O:31])[CH2:26][CH2:25]1)#[N:20].C(=O)([O-])[O-].[Na+].[Na+], predict the reaction product. The product is: [C:19]([C:21]1[CH:40]=[C:39]([C:2]2[N:3]=[C:4]([NH:8][C:9]3[CH:14]=[CH:13][C:12]([S:15]([CH3:18])(=[O:17])=[O:16])=[CH:11][CH:10]=3)[N:5]=[CH:6][N:7]=2)[CH:38]=[CH:37][C:22]=1[O:23][CH:24]1[CH2:29][CH2:28][N:27]([C:30]([O:32][C:33]([CH3:36])([CH3:35])[CH3:34])=[O:31])[CH2:26][CH2:25]1)#[N:20].